Task: Predict the product of the given reaction.. Dataset: Forward reaction prediction with 1.9M reactions from USPTO patents (1976-2016) (1) Given the reactants [CH:1]1([CH:5]([C:17]2[CH:21]=[C:20]([C:22]3[CH:27]=[CH:26][CH:25]=[CH:24][CH:23]=3)[O:19][C:18]=2[CH3:28])[O:6][C:7]2[CH:16]=[CH:15][C:10]([C:11]([O:13]C)=[O:12])=[CH:9][CH:8]=2)[CH2:4][CH2:3][CH2:2]1.[OH-].[Li+].O.Cl, predict the reaction product. The product is: [CH:1]1([CH:5]([C:17]2[CH:21]=[C:20]([C:22]3[CH:27]=[CH:26][CH:25]=[CH:24][CH:23]=3)[O:19][C:18]=2[CH3:28])[O:6][C:7]2[CH:16]=[CH:15][C:10]([C:11]([OH:13])=[O:12])=[CH:9][CH:8]=2)[CH2:4][CH2:3][CH2:2]1. (2) Given the reactants [F:1][C:2]1[CH:18]=[C:17]([N+:19]([O-:21])=[O:20])[CH:16]=[CH:15][C:3]=1[O:4][C:5]1[CH:10]=[CH:9][N:8]=[C:7]2[CH:11]=[C:12](I)[S:13][C:6]=12.Br[C:23]1[CH:30]=[CH:29][C:26]([CH:27]=[O:28])=[CH:25][N:24]=1.C[Sn](C)(C)[Sn](C)(C)C, predict the reaction product. The product is: [F:1][C:2]1[CH:18]=[C:17]([N+:19]([O-:21])=[O:20])[CH:16]=[CH:15][C:3]=1[O:4][C:5]1[CH:10]=[CH:9][N:8]=[C:7]2[CH:11]=[C:12]([C:23]3[CH:30]=[CH:29][C:26]([CH:27]=[O:28])=[CH:25][N:24]=3)[S:13][C:6]=12.